This data is from Full USPTO retrosynthesis dataset with 1.9M reactions from patents (1976-2016). The task is: Predict the reactants needed to synthesize the given product. (1) Given the product [ClH:1].[ClH:1].[OH:62][C@H:59]1[CH2:60][CH2:61][N:56]([CH2:55][CH2:54][N:14]2[CH2:15][CH2:16][CH:17]([NH:20][C:21]([C:23]3[NH:24][C:25]4[C:30]([CH:31]=3)=[C:29]([O:32][CH2:33][C:34]3[C:38]5[CH:39]=[CH:40][C:41]([F:43])=[CH:42][C:37]=5[O:36][CH:35]=3)[CH:28]=[CH:27][CH:26]=4)=[O:22])[CH2:18][CH2:19]2)[CH2:57][C@@H:58]1[CH3:63], predict the reactants needed to synthesize it. The reactants are: [ClH:1].Cl.[C@H]1(C[N:14]2[CH2:19][CH2:18][CH:17]([NH:20][C:21]([C:23]3[NH:24][C:25]4[C:30]([CH:31]=3)=[C:29]([O:32][CH2:33][C:34]3[C:38]5[CH:39]=[CH:40][C:41]([F:43])=[CH:42][C:37]=5[O:36][CH:35]=3)[CH:28]=[CH:27][CH:26]=4)=[O:22])[CH2:16][CH2:15]2)[C@@H]2N(CCCC2)CCC1.Cl.Cl.Cl.NC1CCN([CH2:54][CH2:55][N:56]2[CH2:61][CH2:60][C@H:59]([OH:62])[C@@H:58]([CH3:63])[CH2:57]2)CC1. (2) Given the product [CH2:1]([N:8]1[C:17](=[O:18])[C:16]2[C:11](=[CH:12][C:13]([Cl:19])=[CH:14][CH:15]=2)[N:10]=[C:9]1[CH2:20][C:33]([N:32]([CH3:36])[CH3:31])=[O:34])[C:2]1[CH:3]=[CH:4][CH:5]=[CH:6][CH:7]=1, predict the reactants needed to synthesize it. The reactants are: [CH2:1]([N:8]1[C:17](=[O:18])[C:16]2[C:11](=[CH:12][C:13]([Cl:19])=[CH:14][CH:15]=2)[N:10]=[C:9]1[CH3:20])[C:2]1[CH:7]=[CH:6][CH:5]=[CH:4][CH:3]=1.C[Si](C)(C)[N-][Si](C)(C)C.[Li+].[CH3:31][N:32]([CH3:36])[C:33](Cl)=[O:34]. (3) Given the product [CH2:1]([C:3]1[S:28][C:6]2[N:7]([CH2:13][C:14]3[CH:19]=[CH:18][C:17]([C:20]4[C:21]([C:26]#[N:27])=[CH:22][CH:23]=[CH:24][CH:25]=4)=[CH:16][CH:15]=3)[C:8](=[O:12])[CH2:30][NH:29][C:10](=[O:9])[C:5]=2[CH:4]=1)[CH3:2], predict the reactants needed to synthesize it. The reactants are: [CH2:1]([C:3]1[S:28][C:6]2[N:7]([CH2:13][C:14]3[CH:19]=[CH:18][C:17]([C:20]4[C:21]([C:26]#[N:27])=[CH:22][CH:23]=[CH:24][CH:25]=4)=[CH:16][CH:15]=3)[C:8](=[O:12])[O:9][C:10](=O)[C:5]=2[CH:4]=1)[CH3:2].[NH2:29][CH2:30]C(O)=O. (4) Given the product [P:6]([O:8][CH2:9][CH2:10][O:11][C:12]([N:14]1[C:22]2[C:17](=[CH:18][CH:19]=[C:20]([C:23]([F:24])([F:25])[F:26])[CH:21]=2)[C@@:16]([C:28]2[CH:33]=[C:32]([Cl:34])[CH:31]=[CH:30][C:29]=2[O:35][CH3:36])([F:27])[C:15]1=[O:37])=[O:13])([OH:7])([OH:38])=[O:5], predict the reactants needed to synthesize it. The reactants are: C([O:5][P:6]([O:38]C(C)(C)C)([O:8][CH2:9][CH2:10][O:11][C:12]([N:14]1[C:22]2[C:17](=[CH:18][CH:19]=[C:20]([C:23]([F:26])([F:25])[F:24])[CH:21]=2)[C@@:16]([C:28]2[CH:33]=[C:32]([Cl:34])[CH:31]=[CH:30][C:29]=2[O:35][CH3:36])([F:27])[C:15]1=[O:37])=[O:13])=[O:7])(C)(C)C.P(OC(C)COC(N1C2C(=CC=C(C(F)(F)F)C=2)[C@@](C2C=C(Cl)C=CC=2OC)(F)C1=O)=O)(O)(O)=O. (5) The reactants are: CC(OI1(OC(C)=O)(OC(C)=O)OC(=O)C2C1=CC=CC=2)=O.[Cl:23][C:24]1[N:29]=[CH:28][C:27]([NH:30][C:31](=[O:37])[O:32][C:33]([CH3:36])([CH3:35])[CH3:34])=[C:26]([CH:38]([OH:41])[CH2:39][CH3:40])[CH:25]=1. Given the product [Cl:23][C:24]1[N:29]=[CH:28][C:27]([NH:30][C:31](=[O:37])[O:32][C:33]([CH3:34])([CH3:35])[CH3:36])=[C:26]([C:38](=[O:41])[CH2:39][CH3:40])[CH:25]=1, predict the reactants needed to synthesize it. (6) Given the product [NH2:48][CH2:47][CH2:46][CH2:45][CH2:44][CH2:43][CH2:42][NH:41][CH2:40][C:39]1[CH:56]=[CH:57][C:36]([C:27]2[C:28]([C:31]([NH:32][CH2:33][CH3:34])=[O:35])=[N:29][O:30][C:26]=2[C:10]2[CH:11]=[C:12]([CH:23]([CH3:25])[CH3:24])[C:13]([OH:15])=[CH:14][C:9]=2[OH:8])=[CH:37][CH:38]=1, predict the reactants needed to synthesize it. The reactants are: C([O:8][C:9]1[CH:14]=[C:13]([O:15]CC2C=CC=CC=2)[C:12]([CH:23]([CH3:25])[CH3:24])=[CH:11][C:10]=1[C:26]1[O:30][N:29]=[C:28]([C:31](=[O:35])[NH:32][CH2:33][CH3:34])[C:27]=1[C:36]1[CH:57]=[CH:56][C:39]([CH2:40][NH:41][CH2:42][CH2:43][CH2:44][CH2:45][CH2:46][CH2:47][NH:48]C(=O)OC(C)(C)C)=[CH:38][CH:37]=1)C1C=CC=CC=1.B(Cl)(Cl)Cl.C([O-])(O)=O.[Na+].